This data is from Full USPTO retrosynthesis dataset with 1.9M reactions from patents (1976-2016). The task is: Predict the reactants needed to synthesize the given product. (1) Given the product [CH3:16][O:17][C:18]1[CH:19]=[C:20]2[C:24](=[CH:25][C:26]=1[O:27][CH3:28])[CH:29]([C:10]1[CH:9]=[CH:8][CH:7]=[CH:6][C:5]=1[C:4]([N:3]([CH2:1][CH3:2])[CH2:14][CH3:15])=[O:13])[NH:23][CH2:22][CH2:21]2, predict the reactants needed to synthesize it. The reactants are: [CH2:1]([N:3]([CH2:14][CH3:15])[C:4](=[O:13])[C:5]1[CH:10]=[CH:9][CH:8]=[C:7](C=O)[CH:6]=1)[CH3:2].[CH3:16][O:17][C:18]1[CH:19]=[C:20]([CH:24]=[CH:25][C:26]=1[O:27][CH3:28])[CH2:21][CH2:22][NH2:23].[CH:29](O)=O. (2) Given the product [Br:20][C:21]1[N:26]=[C:25]([C:27]2([CH3:42])[CH2:28][N@@:29]2[S:30]([C:33]2[CH:38]=[CH:37][C:36]([N+:39]([O-:41])=[O:40])=[CH:35][CH:34]=2)(=[O:32])=[O:31])[C:24]([F:44])=[C:23]([Si:45]([CH2:50][CH3:51])([CH2:48][CH3:49])[CH2:46][CH3:47])[CH:22]=1, predict the reactants needed to synthesize it. The reactants are: C1(P(C2C=CC=CC=2)C2C=CC=CC=2)C=CC=CC=1.[Br:20][C:21]1[N:26]=[C:25]([C@@:27](O)([CH3:42])[CH2:28][NH:29][S:30]([C:33]2[CH:38]=[CH:37][C:36]([N+:39]([O-:41])=[O:40])=[CH:35][CH:34]=2)(=[O:32])=[O:31])[C:24]([F:44])=[C:23]([Si:45]([CH2:50][CH3:51])([CH2:48][CH3:49])[CH2:46][CH3:47])[CH:22]=1.N(C(OCC)=O)=NC(OCC)=O.C1(C)C=CC=CC=1. (3) Given the product [C:1]([O:5][C:6](=[O:33])[NH:7][C@H:8]([CH3:32])[C:9]([NH:11][NH:12][C:13]([C@@H:15]1[CH2:21][CH2:20][C@@H:19]2[CH2:22][N:16]1[C:17](=[O:31])[N:18]2[OH:23])=[O:14])=[O:10])([CH3:4])([CH3:2])[CH3:3], predict the reactants needed to synthesize it. The reactants are: [C:1]([O:5][C:6](=[O:33])[NH:7][C@H:8]([CH3:32])[C:9]([NH:11][NH:12][C:13]([C@@H:15]1[CH2:21][CH2:20][C@@H:19]2[CH2:22][N:16]1[C:17](=[O:31])[N:18]2[O:23]CC1C=CC=CC=1)=[O:14])=[O:10])([CH3:4])([CH3:3])[CH3:2]. (4) Given the product [F:55][CH:29]([F:28])[C:30]1[CH:34]=[C:33]([CH:35]([F:36])[F:37])[N:32]([CH2:38][C:39]([N:41]2[CH2:42][CH2:43][CH:44]([C:47]3[S:48][CH:49]=[C:50]([C:52]([O:7][CH:1]4[CH2:6][CH2:5][CH2:4][CH2:3][CH2:2]4)=[O:53])[N:51]=3)[CH2:45][CH2:46]2)=[O:40])[N:31]=1, predict the reactants needed to synthesize it. The reactants are: [CH:1]1([OH:7])[CH2:6][CH2:5][CH2:4][CH2:3][CH2:2]1.CN(C1C=CC=CN=1)C.C(N=C=NCCCN(C)C)C.[F:28][CH:29]([F:55])[C:30]1[CH:34]=[C:33]([CH:35]([F:37])[F:36])[N:32]([CH2:38][C:39]([N:41]2[CH2:46][CH2:45][CH:44]([C:47]3[S:48][CH:49]=[C:50]([C:52](O)=[O:53])[N:51]=3)[CH2:43][CH2:42]2)=[O:40])[N:31]=1. (5) Given the product [N+:1](/[CH:4]=[CH:5]/[C:7]1[CH:12]=[CH:11][C:10]([O:13][C:14]2[CH:19]=[CH:18][CH:17]=[CH:16][CH:15]=2)=[CH:9][CH:8]=1)([O-:3])=[O:2], predict the reactants needed to synthesize it. The reactants are: [N+:1]([CH2:4][CH:5]([C:7]1[CH:12]=[CH:11][C:10]([O:13][C:14]2[CH:19]=[CH:18][CH:17]=[CH:16][CH:15]=2)=[CH:9][CH:8]=1)[O-])([O-:3])=[O:2].[Na+].C(OC(=O)C)(=O)C.C(N(CC)CC)C. (6) Given the product [Cl:43][C:40]1[CH:39]=[CH:38][C:37]([CH:8]([C:5]2[CH:4]=[CH:3][C:2]([Cl:1])=[CH:7][CH:6]=2)[C:9]2[CH:10]=[C:11]3[C:16](=[CH:17][CH:18]=2)[N:15]=[C:14]([O:19][CH2:20][CH2:21][CH2:22][C:23]([OH:56])=[O:24])[N:13]=[C:12]3[NH:25][CH2:26][C:27]2[CH:32]=[CH:31][C:30]([C:33]([F:36])([F:35])[F:34])=[CH:29][CH:28]=2)=[CH:42][CH:41]=1, predict the reactants needed to synthesize it. The reactants are: [Cl:1][C:2]1[CH:7]=[CH:6][C:5]([CH:8]([C:37]2[CH:42]=[CH:41][C:40]([Cl:43])=[CH:39][CH:38]=2)[C:9]2[CH:10]=[C:11]3[C:16](=[CH:17][CH:18]=2)[N:15]=[C:14]([O:19][CH2:20][CH2:21][CH2:22][CH2:23][OH:24])[N:13]=[C:12]3[NH:25][CH2:26][C:27]2[CH:32]=[CH:31][C:30]([C:33]([F:36])([F:35])[F:34])=[CH:29][CH:28]=2)=[CH:4][CH:3]=1.C1C=C[NH+]=CC=1.C1C=C[NH+]=CC=1.[O-:56][Cr](O[Cr]([O-])(=O)=O)(=O)=O. (7) Given the product [Cl:1][C:2]1[CH:9]=[C:8]([C:24]2[CH:25]=[N:26][CH:27]=[CH:20][C:21]=2[CH:22]=[O:23])[CH:7]=[CH:6][C:3]=1[C:4]#[N:5], predict the reactants needed to synthesize it. The reactants are: [Cl:1][C:2]1[CH:9]=[C:8](B2OC(C)(C)C(C)(C)O2)[CH:7]=[CH:6][C:3]=1[C:4]#[N:5].Br[C:20]1[CH:27]=[N:26][CH:25]=[CH:24][C:21]=1[CH:22]=[O:23].C(=O)([O-])[O-].[Na+].[Na+]. (8) Given the product [N:31]([CH:18]([C:19]1[CH:23]=[C:22]([CH:24]2[O:28][CH2:27][CH2:26][O:25]2)[S:21][C:20]=1[Cl:29])[C:12]1[C:11]([CH2:10][CH2:9][O:8][Si:1]([C:4]([CH3:7])([CH3:6])[CH3:5])([CH3:3])[CH3:2])=[CH:16][CH:15]=[C:14]([Cl:17])[N:13]=1)=[N+:32]=[N-:33], predict the reactants needed to synthesize it. The reactants are: [Si:1]([O:8][CH2:9][CH2:10][C:11]1[C:12]([CH:18](Cl)[C:19]2[CH:23]=[C:22]([CH:24]3[O:28][CH2:27][CH2:26][O:25]3)[S:21][C:20]=2[Cl:29])=[N:13][C:14]([Cl:17])=[CH:15][CH:16]=1)([C:4]([CH3:7])([CH3:6])[CH3:5])([CH3:3])[CH3:2].[N-:31]=[N+:32]=[N-:33].[Na+]. (9) Given the product [CH:25]([O:28][CH2:5][C:6]1[N:7]=[C:8]([C:11]2[O:24][C:15]([CH2:16][C:17]([CH3:22])([CH3:23])[C:18]([O:20][CH3:21])=[O:19])=[N:14][N:13]=2)[S:9][CH:10]=1)([CH3:27])[CH3:26], predict the reactants needed to synthesize it. The reactants are: C1([CH2:5][C:6]2[N:7]=[C:8]([C:11]([NH:13][NH:14][C:15](=[O:24])[CH2:16][C:17]([CH3:23])([CH3:22])[C:18]([O:20][CH3:21])=[O:19])=O)[S:9][CH:10]=2)CCC1.[CH:25]([O:28]CC1N=C(C(OCC)=O)SC=1)([CH3:27])[CH3:26].